From a dataset of Reaction yield outcomes from USPTO patents with 853,638 reactions. Predict the reaction yield, written as a fraction of the theoretical maximum amount of product (1.0 means a 100% yield; for example, 0.34 means a 34% yield). (1) The reactants are [F:1][C:2]1[CH:3]=[C:4]([NH:26][C:27]([NH:29][C:30](=[O:39])[CH2:31][C:32]2[CH:37]=[CH:36][C:35]([F:38])=[CH:34][CH:33]=2)=[S:28])[CH:5]=[CH:6][C:7]=1[O:8][C:9]1[CH:14]=[CH:13][N:12]=[C:11]2[CH:15]=[C:16]([C:18]3[CH:23]=[CH:22][C:21]([CH:24]=[O:25])=[CH:20][N:19]=3)[S:17][C:10]=12.[CH3:40][O:41][CH2:42][CH2:43]N.CC(O)=O.[BH-](OC(C)=O)(OC(C)=O)OC(C)=O.[Na+]. The catalyst is C1COCC1. The product is [F:1][C:2]1[CH:3]=[C:4]([NH:26][C:27]([NH:29][C:30](=[O:39])[CH2:31][C:32]2[CH:33]=[CH:34][C:35]([F:38])=[CH:36][CH:37]=2)=[S:28])[CH:5]=[CH:6][C:7]=1[O:8][C:9]1[CH:14]=[CH:13][N:12]=[C:11]2[CH:15]=[C:16]([C:18]3[CH:23]=[CH:22][C:21]([CH2:24][O:25][CH2:43][CH2:42][O:41][CH3:40])=[CH:20][N:19]=3)[S:17][C:10]=12. The yield is 0.810. (2) The reactants are [CH:1]([N:4]1[CH2:9][CH2:8][N:7]([C:10]([C:12]2[CH:13]=[C:14]3[C:18](=[CH:19][CH:20]=2)[NH:17][C:16]([C:21]([N:23]2[CH2:28][CH2:27][CH:26]([O:29][CH3:30])[CH2:25][CH2:24]2)=[O:22])=[CH:15]3)=[O:11])[CH2:6][CH2:5]1)([CH3:3])[CH3:2].[H-].[Na+].CS(O[CH2:38][C:39]([F:42])([F:41])[F:40])(=O)=O. The catalyst is CN(C)C=O. The yield is 0.830. The product is [CH:1]([N:4]1[CH2:9][CH2:8][N:7]([C:10]([C:12]2[CH:13]=[C:14]3[C:18](=[CH:19][CH:20]=2)[N:17]([CH2:38][C:39]([F:42])([F:41])[F:40])[C:16]([C:21]([N:23]2[CH2:28][CH2:27][CH:26]([O:29][CH3:30])[CH2:25][CH2:24]2)=[O:22])=[CH:15]3)=[O:11])[CH2:6][CH2:5]1)([CH3:3])[CH3:2]. (3) The reactants are Br[C:2]1[CH:7]=[CH:6][CH:5]=[CH:4][C:3]=1[C:8]1[C:13]([O:14][CH3:15])=[CH:12][CH:11]=[CH:10][C:9]=1[O:16][CH3:17].C([Li])CCC.[P:23](Cl)([O:28][CH2:29][CH3:30])([O:25][CH2:26][CH3:27])=[O:24]. No catalyst specified. The product is [CH3:17][O:16][C:9]1[CH:10]=[CH:11][CH:12]=[C:13]([O:14][CH3:15])[C:8]=1[C:3]1[CH:4]=[CH:5][CH:6]=[CH:7][C:2]=1[P:23](=[O:24])([O:28][CH2:29][CH3:30])[O:25][CH2:26][CH3:27]. The yield is 0.650. (4) The reactants are Cl.Cl.[NH2:3][C@H:4]([C:6]1[N:7]([C:18]2[CH:23]=[CH:22][CH:21]=[CH:20][N:19]=2)[C:8]2[C:14]([C:15]#[N:16])=[C:13]([F:17])[CH:12]=[CH:11][C:9]=2[N:10]=1)[CH3:5].Cl[C:25]1[N:33]=[CH:32][N:31]=[C:30]2[C:26]=1[N:27]=[CH:28][N:29]2C1CCCCO1.CCN(C(C)C)C(C)C. The catalyst is CC(O)C. The product is [F:17][C:13]1[CH:12]=[CH:11][C:9]2[N:10]=[C:6]([C@@H:4]([NH:3][C:25]3[N:33]=[CH:32][N:31]=[C:30]4[C:26]=3[N:27]=[CH:28][NH:29]4)[CH3:5])[N:7]([C:18]3[CH:23]=[CH:22][CH:21]=[CH:20][N:19]=3)[C:8]=2[C:14]=1[C:15]#[N:16]. The yield is 0.510. (5) The reactants are [C:1]([O:5][CH2:6][CH3:7])(=[O:4])[CH2:2][OH:3].[OH-].[Na+].Cl[C:11]1[N:21]=[CH:20][CH:19]=[CH:18][C:12]=1[C:13](OCC)=[O:14]. The catalyst is COCCOC. The product is [OH:14][C:13]1[C:12]2[C:11](=[N:21][CH:20]=[CH:19][CH:18]=2)[O:3][C:2]=1[C:1]([O:5][CH2:6][CH3:7])=[O:4]. The yield is 0.410. (6) The reactants are [CH3:1][N:2](C)C(=O)C.Cl[C:8]1[CH:13]=[CH:12][C:11]([Cl:14])=[CH:10][N:9]=1. The yield is 0.590. The product is [Cl:14][C:11]1[CH:12]=[CH:13][C:8]([C:1]#[N:2])=[N:9][CH:10]=1. The catalyst is [Cl-].[Na+].O.[C-]#N.[Zn+2].[C-]#N.[Zn]. (7) The reactants are O[CH2:2][CH2:3][CH2:4][CH2:5][CH2:6][CH2:7][NH:8][C:9](=[O:15])[O:10][C:11]([CH3:14])([CH3:13])[CH3:12].C1C=CC(P(C2C=CC=CC=2)C2C=CC=CC=2)=CC=1.C(Br)(Br)(Br)[Br:36]. The catalyst is C1(C)C=CC=CC=1.O. The product is [Br:36][CH2:2][CH2:3][CH2:4][CH2:5][CH2:6][CH2:7][NH:8][C:9](=[O:15])[O:10][C:11]([CH3:14])([CH3:13])[CH3:12]. The yield is 0.780.